Dataset: NCI-60 drug combinations with 297,098 pairs across 59 cell lines. Task: Regression. Given two drug SMILES strings and cell line genomic features, predict the synergy score measuring deviation from expected non-interaction effect. Drug 1: C1=C(C(=O)NC(=O)N1)N(CCCl)CCCl. Drug 2: CCCCCOC(=O)NC1=NC(=O)N(C=C1F)C2C(C(C(O2)C)O)O. Cell line: T-47D. Synergy scores: CSS=17.4, Synergy_ZIP=-6.37, Synergy_Bliss=4.12, Synergy_Loewe=-10.5, Synergy_HSA=3.64.